This data is from Full USPTO retrosynthesis dataset with 1.9M reactions from patents (1976-2016). The task is: Predict the reactants needed to synthesize the given product. (1) Given the product [F:40][C:2]1([F:1])[C@@H:7]([O:8][C:9]2[CH:16]=[CH:15][C:14]([C:17]3[N:22]=[C:21]([NH:23][C:24]4[CH:29]=[CH:28][C:27]([N:30]5[CH2:35][CH2:34][N:33]([CH:36]6[CH2:37][O:38][CH2:39]6)[CH2:32][CH2:31]5)=[CH:26][CH:25]=4)[N:20]=[CH:19][N:18]=3)=[CH:13][C:10]=2[C:11]#[N:12])[CH2:6][CH2:5][N:4]([C:80]([C@@H:78]2[CH2:77][O:76][C:75](=[O:74])[NH:79]2)=[O:81])[CH2:3]1, predict the reactants needed to synthesize it. The reactants are: [F:1][C:2]1([F:40])[C@@H:7]([O:8][C:9]2[CH:16]=[CH:15][C:14]([C:17]3[N:22]=[C:21]([NH:23][C:24]4[CH:29]=[CH:28][C:27]([N:30]5[CH2:35][CH2:34][N:33]([CH:36]6[CH2:39][O:38][CH2:37]6)[CH2:32][CH2:31]5)=[CH:26][CH:25]=4)[N:20]=[CH:19][N:18]=3)=[CH:13][C:10]=2[C:11]#[N:12])[CH2:6][CH2:5][NH:4][CH2:3]1.CN(C(ON1N=NC2C=CC=NC1=2)=[N+](C)C)C.F[P-](F)(F)(F)(F)F.CCN(C(C)C)C(C)C.[O:74]=[C:75]1[NH:79][C@H:78]([C:80](O)=[O:81])[CH2:77][O:76]1. (2) Given the product [C:32]([O:31][C:30](=[O:36])[NH:29][C:28]([N:37]1[CH2:38][CH2:39][CH:40]([O:43][NH:44][C:18]([C@@H:13]2[CH2:12][CH2:11][C@@H:10]3[CH2:17][N:14]2[C:15](=[O:16])[N:9]3[O:8][CH2:1][C:2]2[CH:3]=[CH:4][CH:5]=[CH:6][CH:7]=2)=[O:20])[CH2:41][CH2:42]1)=[N:27][C:26](=[O:45])[O:25][C:21]([CH3:24])([CH3:23])[CH3:22])([CH3:33])([CH3:34])[CH3:35], predict the reactants needed to synthesize it. The reactants are: [CH2:1]([O:8][N:9]1[C:15](=[O:16])[N:14]2[CH2:17][C@H:10]1[CH2:11][CH2:12][C@H:13]2[C:18]([OH:20])=O)[C:2]1[CH:7]=[CH:6][CH:5]=[CH:4][CH:3]=1.[C:21]([O:25][C:26](=[O:45])[NH:27][C:28]([N:37]1[CH2:42][CH2:41][CH:40]([O:43][NH2:44])[CH2:39][CH2:38]1)=[N:29][C:30](=[O:36])[O:31][C:32]([CH3:35])([CH3:34])[CH3:33])([CH3:24])([CH3:23])[CH3:22].ON1C2C=CC=CC=2N=N1.Cl.C(N=C=NCCCN(C)C)C. (3) Given the product [CH2:1]([O:8][C:9]([N:11]([CH2:32][C:33]([N:35]1[CH2:39][C@@H:38]([F:40])[CH2:37][C@H:36]1[C:41]#[N:42])=[O:34])[C:12]12[CH2:17][CH2:16][C:15]([C:20]([NH:46][CH:43]3[CH2:45][CH2:44]3)=[O:21])([CH2:18][CH2:19]1)[CH2:14][CH2:13]2)=[O:10])[C:2]1[CH:7]=[CH:6][CH:5]=[CH:4][CH:3]=1, predict the reactants needed to synthesize it. The reactants are: [CH2:1]([O:8][C:9]([N:11]([CH2:32][C:33]([N:35]1[CH2:39][C@@H:38]([F:40])[CH2:37][C@H:36]1[C:41]#[N:42])=[O:34])[C:12]12[CH2:19][CH2:18][C:15]([C:20](ON3C4C=CC=CC=4N=N3)=[O:21])([CH2:16][CH2:17]1)[CH2:14][CH2:13]2)=[O:10])[C:2]1[CH:7]=[CH:6][CH:5]=[CH:4][CH:3]=1.[CH:43]1([NH2:46])[CH2:45][CH2:44]1. (4) Given the product [CH2:1]([O:3][C:4]1[CH:9]=[CH:8][C:7]([NH:10][CH2:11][N:26]2[C:22](=[O:28])[CH2:23][CH2:24][C:25]2=[O:27])=[CH:6][CH:5]=1)[CH3:2], predict the reactants needed to synthesize it. The reactants are: [CH2:1]([O:3][C:4]1[CH:9]=[CH:8][C:7]([NH:10][CH3:11])=[CH:6][CH:5]=1)[CH3:2].C(OC1C=CC(N)=CC=1)C.[C:22]1(=[O:28])[NH:26][C:25](=[O:27])[CH2:24][CH2:23]1.C=O. (5) Given the product [CH3:1][O:2][C:3]1[CH:4]=[C:5]([NH:6][S:27]([C:15]2[CH:16]=[C:17]([N+:24]([O-:26])=[O:25])[C:18]([O:19][C:20]([F:21])([F:22])[F:23])=[C:13]([F:12])[CH:14]=2)(=[O:29])=[O:28])[CH:7]=[CH:8][C:9]=1[O:10][CH3:11], predict the reactants needed to synthesize it. The reactants are: [CH3:1][O:2][C:3]1[CH:4]=[C:5]([CH:7]=[CH:8][C:9]=1[O:10][CH3:11])[NH2:6].[F:12][C:13]1[CH:14]=[C:15]([S:27](Cl)(=[O:29])=[O:28])[CH:16]=[C:17]([N+:24]([O-:26])=[O:25])[C:18]=1[O:19][C:20]([F:23])([F:22])[F:21].